This data is from Peptide-MHC class I binding affinity with 185,985 pairs from IEDB/IMGT. The task is: Regression. Given a peptide amino acid sequence and an MHC pseudo amino acid sequence, predict their binding affinity value. This is MHC class I binding data. (1) The peptide sequence is RSTKLRMV. The MHC is Mamu-A02 with pseudo-sequence Mamu-A02. The binding affinity (normalized) is 0.941. (2) The peptide sequence is WVDSTPPPG. The MHC is HLA-A80:01 with pseudo-sequence HLA-A80:01. The binding affinity (normalized) is 0.0847. (3) The peptide sequence is MFKNFPFFK. The MHC is HLA-B39:01 with pseudo-sequence HLA-B39:01. The binding affinity (normalized) is 0.0847. (4) The binding affinity (normalized) is 0.0847. The peptide sequence is RPRVAQLTF. The MHC is HLA-A26:01 with pseudo-sequence HLA-A26:01.